From a dataset of Catalyst prediction with 721,799 reactions and 888 catalyst types from USPTO. Predict which catalyst facilitates the given reaction. (1) The catalyst class is: 1. Product: [Cl:12][C:9]1[CH:10]=[CH:11][C:6]([CH:4]([NH2:1])[CH3:5])=[CH:7][C:8]=1[S:13]([CH3:16])(=[O:14])=[O:15]. Reactant: [N:1]([CH:4]([C:6]1[CH:11]=[CH:10][C:9]([Cl:12])=[C:8]([S:13]([CH3:16])(=[O:15])=[O:14])[CH:7]=1)[CH3:5])=[N+]=[N-].C1(P(C2C=CC=CC=2)C2C=CC=CC=2)C=CC=CC=1.O. (2) Product: [Na+:25].[N:17]1([C:12]2[O:11][C:10]([C:6]3[CH:5]=[C:4]([CH:9]=[CH:8][CH:7]=3)[C:3]([O-:23])=[O:2])=[CH:15][C:14](=[O:16])[CH:13]=2)[CH2:22][CH2:21][O:20][CH2:19][CH2:18]1. The catalyst class is: 5. Reactant: C[O:2][C:3](=[O:23])[C:4]1[CH:9]=[CH:8][CH:7]=[C:6]([C:10]2[O:11][C:12]([N:17]3[CH2:22][CH2:21][O:20][CH2:19][CH2:18]3)=[CH:13][C:14](=[O:16])[CH:15]=2)[CH:5]=1.[OH-].[Na+:25].